From a dataset of Catalyst prediction with 721,799 reactions and 888 catalyst types from USPTO. Predict which catalyst facilitates the given reaction. Reactant: C([O:3][C:4]([C:6]1[CH:7]=[N:8][C:9]2[C:14](C=1Br)=[N:13][C:12]([O:17][CH3:18])=[CH:11][CH:10]=2)=O)C.S(Cl)(Cl)=O.[NH3:23].[CH2:24]([Cl:26])Cl. Product: [Cl:26][C:24]1[C:14]2[C:9](=[CH:10][CH:11]=[C:12]([O:17][CH3:18])[N:13]=2)[N:8]=[CH:7][C:6]=1[C:4]([NH2:23])=[O:3]. The catalyst class is: 11.